This data is from Peptide-MHC class II binding affinity with 134,281 pairs from IEDB. The task is: Regression. Given a peptide amino acid sequence and an MHC pseudo amino acid sequence, predict their binding affinity value. This is MHC class II binding data. (1) The peptide sequence is PTMLKKGMTTVLDFH. The MHC is DRB3_0301 with pseudo-sequence DRB3_0301. The binding affinity (normalized) is 0.834. (2) The peptide sequence is HFFIGDFFVDHYYSE. The MHC is HLA-DPA10103-DPB10401 with pseudo-sequence HLA-DPA10103-DPB10401. The binding affinity (normalized) is 0.589. (3) The peptide sequence is LTPVTMAEVRLAAMFKK. The MHC is DRB1_1301 with pseudo-sequence DRB1_1301. The binding affinity (normalized) is 0.787. (4) The peptide sequence is PGPNITATYGGKWLD. The MHC is DRB1_0405 with pseudo-sequence DRB1_0405. The binding affinity (normalized) is 0. (5) The peptide sequence is LLWDYMCISLSTAIE. The MHC is H-2-IAb with pseudo-sequence H-2-IAb. The binding affinity (normalized) is 0.134. (6) The peptide sequence is GGWWLTFGQILGLAQ. The MHC is HLA-DQA10101-DQB10501 with pseudo-sequence HLA-DQA10101-DQB10501. The binding affinity (normalized) is 0.241. (7) The peptide sequence is GTSFVYVPSALNPAD. The MHC is DRB1_0401 with pseudo-sequence DRB1_0401. The binding affinity (normalized) is 0.558.